Task: Predict the product of the given reaction.. Dataset: Forward reaction prediction with 1.9M reactions from USPTO patents (1976-2016) (1) Given the reactants [Br:1][C:2]1[CH:3]=[C:4]([CH:12]=[CH:13][C:14]=1[F:15])[CH2:5][NH:6][CH:7]1[CH2:11][CH2:10][CH2:9][CH2:8]1.[CH3:16][N:17]1[CH:21]=[C:20]([C:22](O)=[O:23])[N:19]=[CH:18]1.C[NH3+].F[P-](F)(F)(F)(F)F.N1(OC(N(C)C)=[N+](C)C)C2N=CC=CC=2N=N1.F[P-](F)(F)(F)(F)F.C(N(C(C)C)CC)(C)C, predict the reaction product. The product is: [Br:1][C:2]1[CH:3]=[C:4]([CH:12]=[CH:13][C:14]=1[F:15])[CH2:5][N:6]([CH:7]1[CH2:8][CH2:9][CH2:10][CH2:11]1)[C:22]([C:20]1[N:19]=[CH:18][N:17]([CH3:16])[CH:21]=1)=[O:23]. (2) Given the reactants [H-].C([Al+]CC(C)C)C(C)C.C1(C)C=CC=CC=1.[C:18]([O:22][C:23]([N:25]1[CH2:30][CH:29]=[C:28]([CH2:31][C:32](OC)=[O:33])[C:27]([CH3:37])([CH3:36])[CH2:26]1)=[O:24])([CH3:21])([CH3:20])[CH3:19].C(O)C, predict the reaction product. The product is: [C:18]([O:22][C:23]([N:25]1[CH2:30][CH:29]=[C:28]([CH2:31][CH2:32][OH:33])[C:27]([CH3:37])([CH3:36])[CH2:26]1)=[O:24])([CH3:21])([CH3:20])[CH3:19].